Dataset: Catalyst prediction with 721,799 reactions and 888 catalyst types from USPTO. Task: Predict which catalyst facilitates the given reaction. (1) Reactant: [CH3:1][O:2][C:3]1[CH:4]=[C:5]2[C:9](=[CH:10][C:11]=1[O:12][CH3:13])[CH2:8][N:7]([C:14]1[C:15]([CH3:34])=[C:16]([CH3:33])[C:17]3[O:21][C:20]([CH3:23])([CH3:22])[CH:19]([C:24]4[CH:29]=[CH:28][C:27]([CH3:30])=[CH:26][CH:25]=4)[C:18]=3[C:31]=1[CH3:32])[CH2:6]2.[ClH:35]. Product: [ClH:35].[CH3:1][O:2][C:3]1[CH:4]=[C:5]2[C:9](=[CH:10][C:11]=1[O:12][CH3:13])[CH2:8][N:7]([C:14]1[C:15]([CH3:34])=[C:16]([CH3:33])[C:17]3[O:21][C:20]([CH3:23])([CH3:22])[CH:19]([C:24]4[CH:25]=[CH:26][C:27]([CH3:30])=[CH:28][CH:29]=4)[C:18]=3[C:31]=1[CH3:32])[CH2:6]2. The catalyst class is: 13. (2) Reactant: [Li]CCCC.Br[C:7](Br)=[CH:8][CH:9]1[CH2:14][CH2:13][CH:12]([CH:15]2[CH2:20][CH2:19][CH:18]([C:21]3[CH:26]=[CH:25][C:24]([CH2:27][CH2:28][CH3:29])=[CH:23][CH:22]=3)[CH2:17][CH2:16]2)[CH2:11][CH2:10]1.O.Cl. Product: [C:8]([CH:9]1[CH2:10][CH2:11][CH:12]([CH:15]2[CH2:20][CH2:19][CH:18]([C:21]3[CH:26]=[CH:25][C:24]([CH2:27][CH2:28][CH3:29])=[CH:23][CH:22]=3)[CH2:17][CH2:16]2)[CH2:13][CH2:14]1)#[CH:7]. The catalyst class is: 1. (3) Reactant: Br[C:2]1[CH:7]=[CH:6][C:5]([F:8])=[C:4]([N+:9]([O-:11])=[O:10])[CH:3]=1.C([O-])(=O)C.[K+].[B:17]1([B:17]2[O:22][CH2:21][C:20]([CH3:24])([CH3:23])[CH2:19][O:18]2)[O:22][CH2:21][C:20]([CH3:24])([CH3:23])[CH2:19][O:18]1.C(Cl)Cl. Product: [F:8][C:5]1[CH:6]=[CH:7][C:2]([B:17]2[O:22][CH2:21][C:20]([CH3:24])([CH3:23])[CH2:19][O:18]2)=[CH:3][C:4]=1[N+:9]([O-:11])=[O:10]. The catalyst class is: 75. (4) Reactant: C([NH:5][S:6]([C:9]1[CH:14]=[CH:13][C:12]([C:15]2[N:16]=[CH:17][N:18]([C:20]3[N:25]=[C:24]([C:26]([F:29])([F:28])[F:27])[CH:23]=[C:22]([C:30]4[CH:35]=[CH:34][C:33]([C:36]([F:39])([F:38])[F:37])=[CH:32][CH:31]=4)[N:21]=3)[CH:19]=2)=[CH:11][CH:10]=1)(=[O:8])=[O:7])(C)(C)C.C(O)(C(F)(F)F)=O. Product: [F:29][C:26]([F:27])([F:28])[C:24]1[CH:23]=[C:22]([C:30]2[CH:35]=[CH:34][C:33]([C:36]([F:39])([F:38])[F:37])=[CH:32][CH:31]=2)[N:21]=[C:20]([N:18]2[CH:19]=[C:15]([C:12]3[CH:13]=[CH:14][C:9]([S:6]([NH2:5])(=[O:8])=[O:7])=[CH:10][CH:11]=3)[N:16]=[CH:17]2)[N:25]=1. The catalyst class is: 4. (5) Reactant: [CH:1]1[C:10]2[CH2:9][CH2:8][CH:7]=[CH:6][C:5]=2[CH:4]=[CH:3][C:2]=1[OH:11].C(N(CC)CC)C.[S:19](O[S:19]([C:22]([F:25])([F:24])[F:23])(=[O:21])=[O:20])([C:22]([F:25])([F:24])[F:23])(=[O:21])=[O:20]. Product: [F:23][C:22]([F:25])([F:24])[S:19]([O:11][C:2]1[CH:3]=[CH:4][C:5]2[CH:6]=[CH:7][CH2:8][CH2:9][C:10]=2[CH:1]=1)(=[O:21])=[O:20]. The catalyst class is: 2.